This data is from Retrosynthesis with 50K atom-mapped reactions and 10 reaction types from USPTO. The task is: Predict the reactants needed to synthesize the given product. (1) The reactants are: O=C(O)C1(c2ccc(Cl)cc2)CCNCC1. Given the product OCC1(c2ccc(Cl)cc2)CCNCC1, predict the reactants needed to synthesize it. (2) Given the product CC(C)NCCCCO, predict the reactants needed to synthesize it. The reactants are: CC(C)=O.NCCCCO.O=[Pt]=O. (3) Given the product CS(=O)(=O)Nc1cccc(Br)n1, predict the reactants needed to synthesize it. The reactants are: CS(=O)(=O)Cl.Nc1cccc(Br)n1.